This data is from Forward reaction prediction with 1.9M reactions from USPTO patents (1976-2016). The task is: Predict the product of the given reaction. Given the reactants [C:1]([O:5][C:6]([N:8]1[C@@H:16]2[C@@H:11]([CH2:12][CH2:13][CH2:14][CH2:15]2)[CH2:10][C@H:9]1[CH:17]=O)=[O:7])([CH3:4])([CH3:3])[CH3:2].C(O[BH-](O[C:29](=[O:31])[CH3:30])OC(=O)C)(=O)C.[Na+].F[C:34](F)(F)[C:35]([O-])=O, predict the reaction product. The product is: [C:1]([O:5][C:6]([N:8]1[C@@H:16]2[C@@H:11]([CH2:12][CH2:13][CH2:14][CH2:15]2)[CH2:10][C@H:9]1[CH2:17][NH:8][CH2:9][C:10]1[O:31][C:29]2[CH:30]=[CH:35][CH:34]=[CH:13][C:12]=2[CH:11]=1)=[O:7])([CH3:2])([CH3:3])[CH3:4].